The task is: Predict the product of the given reaction.. This data is from Forward reaction prediction with 1.9M reactions from USPTO patents (1976-2016). (1) Given the reactants S(Cl)(Cl)=O.[NH2:5][C@H:6]([CH2:10][CH2:11][CH2:12][NH:13][C:14]([NH:16][S:17]([C:20]1[C:21]([CH3:34])=[C:22]2[C:27](=[C:28]([CH3:31])[C:29]=1[CH3:30])[O:26][C:25]([CH3:33])([CH3:32])[CH2:24][CH2:23]2)(=[O:19])=[O:18])=[NH:15])[C:7]([OH:9])=[O:8].[CH3:35]O, predict the reaction product. The product is: [NH2:5][C@H:6]([CH2:10][CH2:11][CH2:12][NH:13][C:14]([NH:16][S:17]([C:20]1[C:21]([CH3:34])=[C:22]2[C:27](=[C:28]([CH3:31])[C:29]=1[CH3:30])[O:26][C:25]([CH3:32])([CH3:33])[CH2:24][CH2:23]2)(=[O:19])=[O:18])=[NH:15])[C:7]([O:9][CH3:35])=[O:8]. (2) The product is: [NH2:1][C:4]1[C:5]2[NH:12][CH:11]=[C:10]([C@@H:13]3[N:17]([C:18]([O:20][C:21]([CH3:24])([CH3:23])[CH3:22])=[O:19])[C@H:16]([CH2:25][O:26][C:27](=[O:41])[C@@H:28]([NH:33][C:34]([O:36][C:37]([CH3:40])([CH3:39])[CH3:38])=[O:35])[C@@H:29]([CH3:32])[CH2:30][CH3:31])[C@H:15]4[O:42][C:43]([CH3:45])([CH3:46])[O:44][C@@H:14]34)[C:6]=2[N:7]=[CH:8][N:9]=1. Given the reactants [N:1]([C:4]1[C:5]2[NH:12][CH:11]=[C:10]([C@@H:13]3[N:17]([C:18]([O:20][C:21]([CH3:24])([CH3:23])[CH3:22])=[O:19])[C@H:16]([CH2:25][O:26][C:27](=[O:41])[C@@H:28]([NH:33][C:34]([O:36][C:37]([CH3:40])([CH3:39])[CH3:38])=[O:35])[C@@H:29]([CH3:32])[CH2:30][CH3:31])[C@H:15]4[O:42][C:43]([CH3:46])([CH3:45])[O:44][C@@H:14]34)[C:6]=2[N:7]=[CH:8][N:9]=1)=[N+]=[N-].C(OC(=O)C)C.CO, predict the reaction product. (3) The product is: [NH2:15][C:4]1[N:3]=[C:2]([NH:21][CH2:16][CH2:17][CH2:18][CH2:19][CH3:20])[C:7]([CH2:8][CH2:9][CH2:10][CH2:11][CH2:12][CH3:13])=[C:6]([CH3:14])[N:5]=1. Given the reactants Cl[C:2]1[C:7]([CH2:8][CH2:9][CH2:10][CH2:11][CH2:12][CH3:13])=[C:6]([CH3:14])[N:5]=[C:4]([NH2:15])[N:3]=1.[CH2:16]([NH2:21])[CH2:17][CH2:18][CH2:19][CH3:20], predict the reaction product.